From a dataset of Full USPTO retrosynthesis dataset with 1.9M reactions from patents (1976-2016). Predict the reactants needed to synthesize the given product. (1) Given the product [Cl:1][C:2]1[CH:3]=[C:4]([C:7]([O:10][CH:28]2[CH2:33][CH2:32][O:31][CH2:30][CH2:29]2)=[CH:8][N:9]=1)[C:5]#[N:6], predict the reactants needed to synthesize it. The reactants are: [Cl:1][C:2]1[CH:3]=[C:4]([C:7]([OH:10])=[CH:8][N:9]=1)[C:5]#[N:6].C([O-])([O-])=O.[K+].[K+].CC1C=CC(S(O[CH:28]2[CH2:33][CH2:32][O:31][CH2:30][CH2:29]2)(=O)=O)=CC=1.[I-].[K+]. (2) The reactants are: C(Cl)(=O)C.[NH:5]1[CH2:10][CH:9]=[C:8]([C:11]2[CH:16]=[CH:15][C:14]([NH:17][C:18]([N:20]3[CH2:28][C:27]4[CH:26]=[CH:25][N:24]=[CH:23][C:22]=4[CH2:21]3)=[O:19])=[CH:13][CH:12]=2)[CH2:7][CH2:6]1.NC1C=C2C(=CC=1)CN(C(NC1C=[CH:46][C:45]([C:48](=[O:53])NCCC)=[CH:44]C=1)=O)C2. Given the product [C:48]([N:5]1[CH2:6][CH:7]=[C:8]([C:11]2[CH:16]=[CH:15][C:14]([NH:17][C:18]([N:20]3[CH2:28][C:27]4[CH:26]=[CH:25][N:24]=[CH:23][C:22]=4[CH2:21]3)=[O:19])=[CH:13][CH:12]=2)[CH2:9][CH2:10]1)(=[O:53])[CH:45]([CH3:46])[CH3:44], predict the reactants needed to synthesize it. (3) Given the product [CH3:25][O:24][C:14]1[CH:13]=[C:12]([NH:11][C:8]2[S:9][CH:10]=[C:6]([C:4]([OH:5])=[O:3])[N:7]=2)[CH:17]=[CH:16][C:15]=1[N:18]1[CH:22]=[C:21]([CH3:23])[N:20]=[CH:19]1, predict the reactants needed to synthesize it. The reactants are: C([O:3][C:4]([C:6]1[N:7]=[C:8]([NH:11][C:12]2[CH:17]=[CH:16][C:15]([N:18]3[CH:22]=[C:21]([CH3:23])[N:20]=[CH:19]3)=[C:14]([O:24][CH3:25])[CH:13]=2)[S:9][CH:10]=1)=[O:5])C.[OH-].[K+].Cl.